Dataset: Full USPTO retrosynthesis dataset with 1.9M reactions from patents (1976-2016). Task: Predict the reactants needed to synthesize the given product. Given the product [Br:7][C:8]1[CH:13]=[CH:12][C:11]([O:14][CH:23]2[CH2:24][N:25]([C:27]([O:29][C:30]([CH3:33])([CH3:32])[CH3:31])=[O:28])[CH2:26]2)=[CH:10][C:9]=1[N+:15]([O-:17])=[O:16], predict the reactants needed to synthesize it. The reactants are: C(=O)([O-])[O-].[Cs+].[Cs+].[Br:7][C:8]1[CH:13]=[CH:12][C:11]([OH:14])=[CH:10][C:9]=1[N+:15]([O-:17])=[O:16].CS(O[CH:23]1[CH2:26][N:25]([C:27]([O:29][C:30]([CH3:33])([CH3:32])[CH3:31])=[O:28])[CH2:24]1)(=O)=O.